Dataset: Peptide-MHC class II binding affinity with 134,281 pairs from IEDB. Task: Regression. Given a peptide amino acid sequence and an MHC pseudo amino acid sequence, predict their binding affinity value. This is MHC class II binding data. The peptide sequence is TAATAGTTVYGAFAA. The MHC is HLA-DQA10102-DQB10602 with pseudo-sequence HLA-DQA10102-DQB10602. The binding affinity (normalized) is 0.807.